From a dataset of Reaction yield outcomes from USPTO patents with 853,638 reactions. Predict the reaction yield, written as a fraction of the theoretical maximum amount of product (1.0 means a 100% yield; for example, 0.34 means a 34% yield). (1) The reactants are [Cl:1][C:2]1[CH:3]=[C:4]([CH:7]=[C:8]([C:10]([C:12]2[NH:13][C:14](=[O:22])[NH:15][C:16](=[O:21])[C:17]=2[CH:18]([CH3:20])[CH3:19])=[O:11])[CH:9]=1)[C:5]#[N:6].C(=O)([O-])[O-].[K+].[K+].[I-].[Li+].Cl[CH2:32][C:33]1[CH:38]=[C:37]([CH3:39])[N:36]=[C:35]([N:40]2[C:48](=[O:49])[C:47]3[C:42](=[CH:43][CH:44]=[CH:45][CH:46]=3)[C:41]2=[O:50])[CH:34]=1. The catalyst is CN(C=O)C. The product is [Cl:1][C:2]1[CH:3]=[C:4]([CH:7]=[C:8]([C:10]([C:12]2[N:13]([CH2:32][C:33]3[CH:38]=[C:37]([CH3:39])[N:36]=[C:35]([N:40]4[C:48](=[O:49])[C:47]5[C:42](=[CH:43][CH:44]=[CH:45][CH:46]=5)[C:41]4=[O:50])[CH:34]=3)[C:14](=[O:22])[NH:15][C:16](=[O:21])[C:17]=2[CH:18]([CH3:20])[CH3:19])=[O:11])[CH:9]=1)[C:5]#[N:6]. The yield is 0.490. (2) The reactants are Br[C:2]1[CH:3]=[N:4][NH:5][C:6]=1[CH3:7].[B:8]1([B:8]2[O:12][C:11]([CH3:14])([CH3:13])[C:10]([CH3:16])([CH3:15])[O:9]2)[O:12][C:11]([CH3:14])([CH3:13])[C:10]([CH3:16])([CH3:15])[O:9]1.CC([O-])=O.[K+]. The yield is 1.00. The product is [CH3:7][C:6]1[NH:5][N:4]=[CH:3][C:2]=1[B:8]1[O:12][C:11]([CH3:14])([CH3:13])[C:10]([CH3:16])([CH3:15])[O:9]1. The catalyst is CS(C)=O. (3) The reactants are C[O:2][C:3]([C:5]1[S:6][CH:7]=[CH:8][C:9]=1[N:10]([CH2:22][C:23]1[CH:28]=[CH:27][CH:26]=[CH:25][CH:24]=1)[S:11]([C:14]1[CH:19]=[CH:18][C:17]([O:20][CH3:21])=[CH:16][CH:15]=1)(=[O:13])=[O:12])=[O:4].C1COCC1.[OH-].[Na+]. The catalyst is CO. The product is [CH2:22]([N:10]([S:11]([C:14]1[CH:15]=[CH:16][C:17]([O:20][CH3:21])=[CH:18][CH:19]=1)(=[O:13])=[O:12])[C:9]1[CH:8]=[CH:7][S:6][C:5]=1[C:3]([OH:4])=[O:2])[C:23]1[CH:28]=[CH:27][CH:26]=[CH:25][CH:24]=1. The yield is 0.920. (4) The reactants are [OH:1][CH2:2][CH2:3][CH2:4][NH:5][C:6]1[CH:13]=[CH:12][C:9]([C:10]#[N:11])=[CH:8][CH:7]=1.C(N(CC)CC)C.[C:21]1([CH3:31])[CH:26]=[CH:25][C:24]([S:27](Cl)(=[O:29])=[O:28])=[CH:23][CH:22]=1. The catalyst is CC#N. The product is [CH3:31][C:21]1[CH:26]=[CH:25][C:24]([S:27]([O:1][CH2:2][CH2:3][CH2:4][NH:5][C:6]2[CH:13]=[CH:12][C:9]([C:10]#[N:11])=[CH:8][CH:7]=2)(=[O:29])=[O:28])=[CH:23][CH:22]=1. The yield is 0.770. (5) The reactants are [C:1]([C:3]1[C:11]2[C:6](=[CH:7][CH:8]=[C:9]([C:12]([O:14]C)=[O:13])[CH:10]=2)[NH:5][N:4]=1)#[N:2].[OH-].[Li+]. The catalyst is CO. The product is [C:1]([C:3]1[C:11]2[C:6](=[CH:7][CH:8]=[C:9]([C:12]([OH:14])=[O:13])[CH:10]=2)[NH:5][N:4]=1)#[N:2]. The yield is 0.960. (6) The reactants are [OH:1][C:2]1[N:9]=[C:8]([C:10]([F:13])([F:12])[F:11])[CH:7]=[CH:6][C:3]=1[C:4]#[N:5].C(N(CC)CC)C.[S:21](O[S:21]([C:24]([F:27])([F:26])[F:25])(=[O:23])=[O:22])([C:24]([F:27])([F:26])[F:25])(=[O:23])=[O:22]. The catalyst is ClCCl. The product is [F:25][C:24]([F:27])([F:26])[S:21]([O:1][C:2]1[C:3]([C:4]#[N:5])=[CH:6][CH:7]=[C:8]([C:10]([F:13])([F:11])[F:12])[N:9]=1)(=[O:23])=[O:22]. The yield is 0.730. (7) The reactants are Cl[C:2]1[N:10]=[CH:9][N:8]=[C:7]2[C:3]=1[NH:4][CH:5]=[N:6]2.[Cl:11][C:12]1[CH:13]=[C:14]([CH:17]=[CH:18][CH:19]=1)[CH2:15][NH2:16].C(N(CC)CC)C. The catalyst is C(O)CCC. The product is [Cl:11][C:12]1[CH:13]=[C:14]([CH:17]=[CH:18][CH:19]=1)[CH2:15][NH:16][C:2]1[N:10]=[CH:9][N:8]=[C:7]2[C:3]=1[NH:4][CH:5]=[N:6]2. The yield is 0.950. (8) The reactants are C[O:2][C:3](=[O:14])[C:4]1[CH:9]=[CH:8][CH:7]=[C:6]([C:10](=[NH:13])[NH:11][OH:12])[CH:5]=1.C(N(C(C)C)CC)(C)C.[F:24][C:25]1[CH:33]=[CH:32][CH:31]=[CH:30][C:26]=1[C:27](Cl)=O. The catalyst is C1COCC1. The product is [F:24][C:25]1[CH:33]=[CH:32][CH:31]=[CH:30][C:26]=1[C:27]1[O:12][N:11]=[C:10]([C:6]2[CH:5]=[C:4]([CH:9]=[CH:8][CH:7]=2)[C:3]([OH:2])=[O:14])[N:13]=1. The yield is 0.830. (9) The reactants are [C:1]1([N:7]=[C:8]=[O:9])[CH:6]=[CH:5][CH:4]=[CH:3][CH:2]=1.[CH3:10][O:11][C:12]1[C:13]([N:25]2[CH2:30][CH2:29][O:28][CH2:27][CH2:26]2)=[N:14][C:15]([C:18]2[CH:23]=[CH:22][C:21]([OH:24])=[CH:20][CH:19]=2)=[N:16][CH:17]=1. The catalyst is O1CCOCC1. The product is [CH3:10][O:11][C:12]1[C:13]([N:25]2[CH2:30][CH2:29][O:28][CH2:27][CH2:26]2)=[N:14][C:15]([C:18]2[CH:23]=[CH:22][C:21]([O:24][C:8](=[O:9])[NH:7][C:1]3[CH:6]=[CH:5][CH:4]=[CH:3][CH:2]=3)=[CH:20][CH:19]=2)=[N:16][CH:17]=1. The yield is 0.240.